This data is from Merck oncology drug combination screen with 23,052 pairs across 39 cell lines. The task is: Regression. Given two drug SMILES strings and cell line genomic features, predict the synergy score measuring deviation from expected non-interaction effect. Drug 1: CC(=O)OC1C(=O)C2(C)C(O)CC3OCC3(OC(C)=O)C2C(OC(=O)c2ccccc2)C2(O)CC(OC(=O)C(O)C(NC(=O)c3ccccc3)c3ccccc3)C(C)=C1C2(C)C. Drug 2: CNC(=O)c1cc(Oc2ccc(NC(=O)Nc3ccc(Cl)c(C(F)(F)F)c3)cc2)ccn1. Cell line: DLD1. Synergy scores: synergy=14.2.